From a dataset of Catalyst prediction with 721,799 reactions and 888 catalyst types from USPTO. Predict which catalyst facilitates the given reaction. (1) Reactant: [C:1]([O:22][CH2:23][C:24]1[CH:29]=[CH:28][CH:27]=[CH:26][CH:25]=1)(=[O:21])[CH2:2][CH2:3][CH2:4][CH2:5][CH2:6][CH2:7][CH2:8][CH2:9][CH2:10][CH2:11][CH2:12][CH2:13][CH2:14][CH2:15][CH2:16][CH2:17][C:18]([O-:20])=[O:19].C1COCC1.CCN(C(C)C)C(C)C.[B-](F)(F)(F)F.CN(C(O[N:57]1[C:62](=[O:63])[CH2:61][CH2:60][C:58]1=[O:59])=[N+](C)C)C. Product: [C:18]([O:20][N:57]1[C:62](=[O:63])[CH2:61][CH2:60][C:58]1=[O:59])(=[O:19])[CH2:17][CH2:16][CH2:15][CH2:14][CH2:13][CH2:12][CH2:11][CH2:10][CH2:9][CH2:8][CH2:7][CH2:6][CH2:5][CH2:4][CH2:3][CH2:2][C:1]([O:22][CH2:23][C:24]1[CH:29]=[CH:28][CH:27]=[CH:26][CH:25]=1)=[O:21]. The catalyst class is: 3. (2) Reactant: CC1(C)[O:6][CH:5]([CH2:7][O:8][C:9](=[O:31])[C:10]2[CH:15]=[CH:14][C:13]([O:16][C:17](=[O:30])[CH:18]([C:20]3[CH:25]=[CH:24][C:23]([CH2:26][CH:27]([CH3:29])[CH3:28])=[CH:22][CH:21]=3)[CH3:19])=[CH:12][CH:11]=2)[CH2:4][O:3]1. Product: [CH2:26]([C:23]1[CH:22]=[CH:21][C:20]([CH:18]([CH3:19])[C:17]([O:16][C:13]2[CH:12]=[CH:11][C:10]([C:9]([O:8][CH2:7][CH:5]([OH:6])[CH2:4][OH:3])=[O:31])=[CH:15][CH:14]=2)=[O:30])=[CH:25][CH:24]=1)[CH:27]([CH3:29])[CH3:28]. The catalyst class is: 15. (3) Reactant: [CH3:1][S:2]([C:5]1[CH:6]=[C:7]([OH:11])[CH:8]=[CH:9][CH:10]=1)(=[O:4])=[O:3].[H-].[Na+].[Cl:14][C:15]1[CH:31]=[C:30]([Cl:32])[CH:29]=[CH:28][C:16]=1[CH2:17][NH:18][C:19](=[O:27])[C:20]1[CH:25]=[CH:24][C:23](F)=[N:22][CH:21]=1. Product: [Cl:14][C:15]1[CH:31]=[C:30]([Cl:32])[CH:29]=[CH:28][C:16]=1[CH2:17][NH:18][C:19](=[O:27])[C:20]1[CH:25]=[CH:24][C:23]([O:11][C:7]2[CH:8]=[CH:9][CH:10]=[C:5]([S:2]([CH3:1])(=[O:3])=[O:4])[CH:6]=2)=[N:22][CH:21]=1. The catalyst class is: 80. (4) Reactant: [Li+].[OH-].C[O:4][C:5](=[O:40])[CH:6]([O:8][C:9]1[CH:14]=[CH:13][C:12]([O:15][CH2:16][C:17]2[S:18][C:19]([C:30]3[CH:35]=[CH:34][C:33]([C:36]([F:39])([F:38])[F:37])=[CH:32][CH:31]=3)=[C:20]([C:22]3[CH:27]=[CH:26][C:25]([O:28][CH3:29])=[CH:24][CH:23]=3)[N:21]=2)=[CH:11][CH:10]=1)[CH3:7].Cl. Product: [CH3:29][O:28][C:25]1[CH:24]=[CH:23][C:22]([C:20]2[N:21]=[C:17]([CH2:16][O:15][C:12]3[CH:11]=[CH:10][C:9]([O:8][CH:6]([CH3:7])[C:5]([OH:40])=[O:4])=[CH:14][CH:13]=3)[S:18][C:19]=2[C:30]2[CH:31]=[CH:32][C:33]([C:36]([F:39])([F:37])[F:38])=[CH:34][CH:35]=2)=[CH:27][CH:26]=1. The catalyst class is: 1. (5) Reactant: C([O:4][CH2:5][C:6]1[CH:11]=[CH:10][C:9]([CH:12]([CH2:14][CH2:15][CH2:16][CH2:17][CH2:18][CH2:19][CH2:20][CH2:21][CH2:22][CH2:23][CH2:24][CH2:25][CH2:26][CH3:27])[CH3:13])=[CH:8][CH:7]=1)(=O)C.[OH-].[K+]. Product: [CH3:13][CH:12]([C:9]1[CH:8]=[CH:7][C:6]([CH2:5][OH:4])=[CH:11][CH:10]=1)[CH2:14][CH2:15][CH2:16][CH2:17][CH2:18][CH2:19][CH2:20][CH2:21][CH2:22][CH2:23][CH2:24][CH2:25][CH2:26][CH3:27]. The catalyst class is: 5. (6) Reactant: [OH:1][CH:2]([C:8]1[CH:13]=[CH:12][C:11]([CH3:14])=[CH:10][CH:9]=1)[C:3](=[CH2:7])[C:4]([O-:6])=[O:5].N1C=CC=C[CH:16]=1.[C:21](Cl)(=[O:23])[CH3:22].Cl. Product: [C:21]([O:1][CH:2]([C:8]1[CH:9]=[CH:10][C:11]([CH3:14])=[CH:12][CH:13]=1)[C:3](=[CH2:7])[C:4]([O:6][CH3:16])=[O:5])(=[O:23])[CH3:22]. The catalyst class is: 4. (7) Reactant: [C:1](=[O:19])([O:17][CH3:18])[O:2][C:3]1[CH:8]=[CH:7][C:6]([C:9]([CH3:12])([CH3:11])[CH3:10])=[CH:5][C:4]=1[C:13]([CH3:16])([CH3:15])[CH3:14].C(Cl)Cl.S(=O)(=O)(O)O.[N+:28]([O-])([OH:30])=[O:29]. Product: [C:1](=[O:19])([O:17][CH3:18])[O:2][C:3]1[CH:8]=[C:7]([N+:28]([O-:30])=[O:29])[C:6]([C:9]([CH3:10])([CH3:11])[CH3:12])=[CH:5][C:4]=1[C:13]([CH3:16])([CH3:15])[CH3:14]. The catalyst class is: 6. (8) Reactant: [Br:1][C:2]1[CH:3]=[CH:4][CH:5]=[C:6]2[C:10]=1[N:9]([CH3:11])[N:8]=[C:7]2[NH:12][C:13](=[O:18])[C:14]([F:17])([F:16])[F:15].[CH3:19]C(C)([O-])C.[K+].IC. Product: [Br:1][C:2]1[CH:3]=[CH:4][CH:5]=[C:6]2[C:10]=1[N:9]([CH3:11])[N:8]=[C:7]2[N:12]([CH3:19])[C:13](=[O:18])[C:14]([F:16])([F:15])[F:17]. The catalyst class is: 39.